The task is: Predict the product of the given reaction.. This data is from Forward reaction prediction with 1.9M reactions from USPTO patents (1976-2016). (1) Given the reactants [CH3:1][C:2]([CH3:11])([CH2:9][CH3:10])[C:3](N(C)OC)=[O:4].[CH2:12]([Mg]Cl)[C:13]1[CH:18]=[CH:17][CH:16]=[CH:15][CH:14]=1, predict the reaction product. The product is: [CH3:1][C:2]([CH3:11])([CH2:9][CH3:10])[C:3](=[O:4])[CH2:12][C:13]1[CH:18]=[CH:17][CH:16]=[CH:15][CH:14]=1. (2) The product is: [F:1][C:2]1[CH:24]=[CH:23][CH:22]=[CH:21][C:3]=1[O:4][C:5]1[C:18](=[O:19])[N:17]([CH3:20])[C:8]2[N:9]=[C:10]([NH:25][CH2:26][CH2:27][OH:28])[N:11]=[CH:12][C:7]=2[CH:6]=1. Given the reactants [F:1][C:2]1[CH:24]=[CH:23][CH:22]=[CH:21][C:3]=1[O:4][C:5]1[C:18](=[O:19])[N:17]([CH3:20])[C:8]2[N:9]=[C:10](S(C)(=O)=O)[N:11]=[CH:12][C:7]=2[CH:6]=1.[NH2:25][CH2:26][CH2:27][OH:28], predict the reaction product.